From a dataset of Reaction yield outcomes from USPTO patents with 853,638 reactions. Predict the reaction yield, written as a fraction of the theoretical maximum amount of product (1.0 means a 100% yield; for example, 0.34 means a 34% yield). (1) The reactants are Br[C:2]1[CH:7]=[CH:6][CH:5]=[C:4]([Br:8])[CH:3]=1.[NH:9]1[CH2:13][CH2:12][C@@H:11]([CH2:14][NH:15][C:16](=[O:22])[O:17][C:18]([CH3:21])([CH3:20])[CH3:19])[CH2:10]1.C1C=CC(P(C2C(C3C(P(C4C=CC=CC=4)C4C=CC=CC=4)=CC=C4C=3C=CC=C4)=C3C(C=CC=C3)=CC=2)C2C=CC=CC=2)=CC=1.CC(C)([O-])C.[Na+]. The catalyst is C1(C)C=CC=CC=1.O.CCOC(C)=O.C1C=CC(/C=C/C(/C=C/C2C=CC=CC=2)=O)=CC=1.C1C=CC(/C=C/C(/C=C/C2C=CC=CC=2)=O)=CC=1.C1C=CC(/C=C/C(/C=C/C2C=CC=CC=2)=O)=CC=1.[Pd].[Pd]. The product is [Br:8][C:4]1[CH:3]=[C:2]([N:9]2[CH2:13][CH2:12][C@H:11]([CH2:14][NH:15][C:16](=[O:22])[O:17][C:18]([CH3:20])([CH3:19])[CH3:21])[CH2:10]2)[CH:7]=[CH:6][CH:5]=1. The yield is 0.590. (2) The reactants are O[CH2:2][C:3]1[CH:12]=[N:11][C:10]2[N:9]3[CH2:13][CH2:14][S:15][CH2:16][CH:8]3[C:7](=[O:17])[NH:6][C:5]=2[CH:4]=1.[I-].C(C[P+](C)(C)C)#N.C(N(C(C)C)C(C)C)C.Cl.[Cl:36][C:37]1[CH:42]=[CH:41][C:40]([CH:43]2[CH2:48][CH2:47][NH:46][CH2:45][CH2:44]2)=[CH:39][CH:38]=1. The catalyst is C(#N)CC.O. The product is [Cl:36][C:37]1[CH:42]=[CH:41][C:40]([CH:43]2[CH2:44][CH2:45][N:46]([CH2:2][C:3]3[CH:12]=[N:11][C:10]4[N:9]5[CH2:13][CH2:14][S:15][CH2:16][CH:8]5[C:7](=[O:17])[NH:6][C:5]=4[CH:4]=3)[CH2:47][CH2:48]2)=[CH:39][CH:38]=1. The yield is 0.560. (3) The yield is 0.250. The catalyst is ClCCl. The reactants are [OH:1][C:2]1[CH:7]=[CH:6][CH:5]=[CH:4][C:3]=1[C:8]1[O:12][N:11]=[C:10]([C:13]([OH:15])=O)[CH:9]=1.C1C=C[C:19]2N(O)N=[N:22][C:20]=2[CH:21]=1.C(Cl)CCl.C1(N)CC1. The product is [CH:20]1([NH:22][C:13]([C:10]2[CH:9]=[C:8]([C:3]3[CH:4]=[CH:5][CH:6]=[CH:7][C:2]=3[OH:1])[O:12][N:11]=2)=[O:15])[CH2:21][CH2:19]1. (4) The reactants are [F:1][C:2]1[C:11]([C:12]2[CH:17]=[CH:16][CH:15]=[CH:14][CH:13]=2)=[C:10]([F:18])[C:9]([O:19]C)=[C:8]2[C:3]=1[C:4](=[O:21])[NH:5][CH:6]=[N:7]2.B(Br)(Br)Br. The catalyst is ClCCl. The product is [F:1][C:2]1[C:11]([C:12]2[CH:17]=[CH:16][CH:15]=[CH:14][CH:13]=2)=[C:10]([F:18])[C:9]([OH:19])=[C:8]2[C:3]=1[C:4](=[O:21])[NH:5][CH:6]=[N:7]2. The yield is 0.480.